Predict the product of the given reaction. From a dataset of Forward reaction prediction with 1.9M reactions from USPTO patents (1976-2016). (1) Given the reactants [F:1][C:2](=[C:11]([C:13]1[CH:14]=[C:15]2[C:20](=[CH:21][C:22]=1[O:23][CH2:24][CH2:25][CH3:26])[O:19][C:18]([CH3:28])([CH3:27])[CH:17]=[C:16]2[CH:29]([CH3:31])[CH3:30])[CH3:12])[CH:3]=[CH:4][C:5]([CH3:10])=[CH:6][C:7]([O-:9])=[O:8].C1COCC1.[OH-].[Na+], predict the reaction product. The product is: [F:1][C:2](=[C:11]([C:13]1[CH:14]=[C:15]2[C:20](=[CH:21][C:22]=1[O:23][CH2:24][CH2:25][CH3:26])[O:19][C:18]([CH3:28])([CH3:27])[CH:17]=[C:16]2[CH:29]([CH3:30])[CH3:31])[CH3:12])[CH:3]=[CH:4][C:5]([CH3:10])=[CH:6][C:7]([OH:9])=[O:8]. (2) The product is: [Cl:22][C:11]1[N:12]=[C:13]([N:15]2[CH2:20][CH2:19][O:18][CH2:17][C@H:16]2[CH3:21])[CH:14]=[C:9]([CH2:8][I:1])[N:10]=1. Given the reactants [I-:1].[Li+].CS(O[CH2:8][C:9]1[CH:14]=[C:13]([N:15]2[CH2:20][CH2:19][O:18][CH2:17][C@H:16]2[CH3:21])[N:12]=[C:11]([Cl:22])[N:10]=1)(=O)=O, predict the reaction product. (3) Given the reactants [C:1]([O-:4])(=[O:3])[CH3:2].[Na+].O=[CH:7][C@@H:8]([C@H:10]([C@H:12]([C@@H:14]([CH2:16][OH:17])[OH:15])[OH:13])[OH:11])[OH:9].C(Cl)Cl.CC[O:23][CH2:24][CH3:25], predict the reaction product. The product is: [C:1]([O:4][C@@H:7]1[O:15][C@H:14]([CH2:16][O:17][C:24](=[O:23])[CH3:25])[C@H:12]([O:13][C:14](=[O:15])[CH3:16])[C@H:10]([O:11][C:10](=[O:11])[CH3:12])[C@H:8]1[O:9][C:8](=[O:9])[CH3:7])(=[O:3])[CH3:2]. (4) Given the reactants [C:1]([O:5][CH2:6][CH3:7])(=[O:4])[NH:2][NH2:3].[O:8]=[C:9]1[C:17]2[C:12](=[CH:13][CH:14]=[CH:15][CH:16]=2)[C:11](=[O:18])[N:10]1[CH2:19][CH:20]=O, predict the reaction product. The product is: [O:8]=[C:9]1[C:17]2[C:12](=[CH:13][CH:14]=[CH:15][CH:16]=2)[C:11](=[O:18])[N:10]1[CH2:19]/[CH:20]=[N:3]/[NH:2][C:1]([O:5][CH2:6][CH3:7])=[O:4]. (5) Given the reactants [NH2:1][C@H:2]([C:8]([OH:10])=[O:9])[CH2:3][CH2:4][C:5](=[O:7])[NH2:6].[CH2:11](N)[CH3:12], predict the reaction product. The product is: [NH2:1][C@H:2]([C:8]([OH:10])=[O:9])[CH2:3][CH2:4][C:5]([NH:6][CH2:11][CH3:12])=[O:7].